This data is from Reaction yield outcomes from USPTO patents with 853,638 reactions. The task is: Predict the reaction yield, written as a fraction of the theoretical maximum amount of product (1.0 means a 100% yield; for example, 0.34 means a 34% yield). The reactants are [Cl:1][C:2]1[CH:7]=[CH:6][C:5]([NH:8][C:9](=[O:14])[C:10]([CH3:13])([CH3:12])[CH3:11])=[CH:4][C:3]=1[C:15]([F:18])([F:17])[F:16].[CH2:19]([Li])CCC.IC. The yield is 0.670. The catalyst is C1COCC1.O.CCOCC. The product is [Cl:1][C:2]1[CH:7]=[CH:6][C:5]([NH:8][C:9](=[O:14])[C:10]([CH3:11])([CH3:12])[CH3:13])=[C:4]([CH3:19])[C:3]=1[C:15]([F:16])([F:17])[F:18].